Dataset: Forward reaction prediction with 1.9M reactions from USPTO patents (1976-2016). Task: Predict the product of the given reaction. (1) Given the reactants [CH2:1]([CH:4]1[CH2:9][CH2:8][CH:7]([C:10]2[CH:15]=[CH:14][C:13]([C:16]3[Se:17][CH:18]=[CH:19][CH:20]=3)=[CH:12][CH:11]=2)[CH2:6][CH2:5]1)[CH2:2][CH3:3].[Li][CH2:22]CCC.CI.[Cl-].[NH4+].N.Cl, predict the reaction product. The product is: [CH3:22][C:18]1[Se:17][C:16]([C:13]2[CH:14]=[CH:15][C:10]([CH:7]3[CH2:6][CH2:5][CH:4]([CH2:1][CH2:2][CH3:3])[CH2:9][CH2:8]3)=[CH:11][CH:12]=2)=[CH:20][CH:19]=1. (2) Given the reactants [CH3:1][S-:2].[Na+].[NH2:4][C:5]1[C:10]([Cl:11])=[C:9]([C:12]([O:14][CH3:15])=[O:13])[N:8]=[C:7](Cl)[N:6]=1, predict the reaction product. The product is: [NH2:4][C:5]1[C:10]([Cl:11])=[C:9]([C:12]([O:14][CH3:15])=[O:13])[N:8]=[C:7]([S:2][CH3:1])[N:6]=1. (3) Given the reactants C([O-])([O-])=O.[Na+].[Na+].[CH3:7][C:8]1[CH:13]=[CH:12][C:11](B(O)O)=[CH:10][CH:9]=1.[Cl:17][C:18]1[CH:23]=[CH:22][CH:21]=[CH:20][C:19]=1I, predict the reaction product. The product is: [CH3:7][C:8]1[CH:13]=[CH:12][C:11]([C:19]2[CH:20]=[CH:21][CH:22]=[CH:23][C:18]=2[Cl:17])=[CH:10][CH:9]=1. (4) Given the reactants [N+:1]([C:4]1[CH:9]=[C:8]([C:10]([F:13])([F:12])[F:11])[CH:7]=[C:6]([N+:14]([O-])=O)[C:5]=1[NH:17][CH3:18])([O-])=O.C(O)(=O)C, predict the reaction product. The product is: [CH3:18][NH:17][C:5]1[C:4]([NH2:1])=[CH:9][C:8]([C:10]([F:11])([F:13])[F:12])=[CH:7][C:6]=1[NH2:14]. (5) Given the reactants [Cl:1][C:2]1[CH:3]=[N:4][C:5]([N:8]2[CH2:13][CH2:12][CH:11]([CH:14]3[CH2:16][C:15]3([CH2:19][OH:20])[C:17]#[N:18])[CH2:10][CH2:9]2)=[N:6][CH:7]=1.C(Cl)(=O)C(Cl)=O.CS(C)=O.C(N(CC)CC)C, predict the reaction product. The product is: [Cl:1][C:2]1[CH:3]=[N:4][C:5]([N:8]2[CH2:13][CH2:12][CH:11]([CH:14]3[CH2:16][C:15]3([CH:19]=[O:20])[C:17]#[N:18])[CH2:10][CH2:9]2)=[N:6][CH:7]=1. (6) Given the reactants C[O:2][C:3](=[O:20])[CH:4]([O:15][CH2:16][CH2:17][CH:18]=[CH2:19])[CH2:5][C:6]1[CH:7]=[C:8]2[C:12](=[CH:13][CH:14]=1)[NH:11][CH:10]=[CH:9]2.Cl[CH2:22][C:23]1[N:24]=[C:25]([C:29]2[CH:34]=[CH:33][CH:32]=[CH:31][C:30]=2[O:35][CH3:36])[O:26][C:27]=1[CH3:28], predict the reaction product. The product is: [CH2:16]([O:15][CH:4]([CH2:5][C:6]1[CH:7]=[C:8]2[C:12](=[CH:13][CH:14]=1)[N:11]([CH2:22][C:23]1[N:24]=[C:25]([C:29]3[CH:34]=[CH:33][CH:32]=[CH:31][C:30]=3[O:35][CH3:36])[O:26][C:27]=1[CH3:28])[CH:10]=[CH:9]2)[C:3]([OH:2])=[O:20])[CH2:17][CH:18]=[CH2:19]. (7) Given the reactants [CH2:1]([C:3]([C:21]1[CH:33]=[CH:32][C:24]([O:25][CH2:26][CH2:27][CH2:28][CH2:29][C:30]#[N:31])=[C:23]([CH3:34])[CH:22]=1)([C:6]1[CH:11]=[CH:10][C:9](/[CH:12]=[CH:13]/[C:14]([CH2:18][CH3:19])([OH:17])[CH2:15][CH3:16])=[C:8]([CH3:20])[CH:7]=1)[CH2:4][CH3:5])[CH3:2].[Sn]([N:39]=[N+:40]=[N-:41])(C)(C)C.O, predict the reaction product. The product is: [CH2:18]([C:14]([OH:17])([CH2:15][CH3:16])/[CH:13]=[CH:12]/[C:9]1[CH:10]=[CH:11][C:6]([C:3]([CH2:4][CH3:5])([C:21]2[CH:33]=[CH:32][C:24]([O:25][CH2:26][CH2:27][CH2:28][CH2:29][C:30]3[NH:41][N:40]=[N:39][N:31]=3)=[C:23]([CH3:34])[CH:22]=2)[CH2:1][CH3:2])=[CH:7][C:8]=1[CH3:20])[CH3:19]. (8) Given the reactants ClC1C(Cl)=CC=CC=1N1[CH2:14][CH2:13][N:12]([CH2:15][CH2:16][CH2:17][CH2:18][O:19][C:20]2[CH:29]=[CH:28][C:27]3[C:22](=[C:23]([OH:30])[CH:24]=[CH:25][CH:26]=3)[N:21]=2)[CH2:11][CH2:10]1.[F:31][C:32]([F:44])([F:43])[C:33]1C=[CH:35][CH:36]=[C:37]2[C:42]=1CNCC2, predict the reaction product. The product is: [F:31][C:32]([F:44])([F:43])[C:33]1[CH:42]=[CH:37][CH:36]=[C:35]2[C:10]=1[CH2:11][N:12]([CH2:15][CH2:16][CH2:17][CH2:18][O:19][C:20]1[CH:29]=[CH:28][C:27]3[C:22](=[C:23]([OH:30])[CH:24]=[CH:25][CH:26]=3)[N:21]=1)[CH2:13][CH2:14]2. (9) The product is: [Cl:20][C:21]1[CH:58]=[CH:57][C:24]([C:25]2[C:30]([C:31]3[CH:40]=[CH:39][C:38]4[C:33](=[CH:34][CH:35]=[C:36]([C:41]5[N:42]([CH:43]([CH2:51][CH3:50])[CH2:44][CH3:48])[C:2]6[CH:10]=[CH:9][C:5]([C:6]([OH:8])=[O:7])=[CH:4][C:3]=6[N:11]=5)[CH:37]=4)[N:32]=3)=[CH:29][C:28]([O:55][CH3:56])=[CH:27][CH:26]=2)=[CH:23][CH:22]=1. Given the reactants Cl[C:2]1[CH:10]=[CH:9][C:5]([C:6]([OH:8])=[O:7])=[CH:4][C:3]=1[N+:11]([O-])=O.C(C(N)CC)C.[Cl:20][C:21]1[CH:58]=[CH:57][C:24]([C:25]2[C:30]([C:31]3[CH:40]=[CH:39][C:38]4[C:33](=[CH:34][CH:35]=[C:36]([C:41]5N(CC)[C:44]6[CH:48]=C[C:50](C(O)=O)=[CH:51][C:43]=6[N:42]=5)[CH:37]=4)[N:32]=3)=[CH:29][C:28]([O:55][CH3:56])=[CH:27][CH:26]=2)=[CH:23][CH:22]=1, predict the reaction product. (10) Given the reactants [CH3:1][S:2][C:3]1[CH:10]=[CH:9][CH:8]=[CH:7][C:4]=1[CH:5]=[O:6].[Br:11]Br, predict the reaction product. The product is: [Br:11][C:8]1[CH:9]=[CH:10][C:3]([S:2][CH3:1])=[C:4]([CH:7]=1)[CH:5]=[O:6].